From a dataset of Forward reaction prediction with 1.9M reactions from USPTO patents (1976-2016). Predict the product of the given reaction. Given the reactants [OH-:1].[Na+:2].[CH2:3]([OH:10])[C:4]([NH2:9])([CH2:7][OH:8])[CH2:5][OH:6].Cl, predict the reaction product. The product is: [CH2:3]([OH:10])[C:4]([NH2:9])([CH2:7][OH:8])[CH2:5][OH:6].[OH-:1].[Na+:2].